The task is: Regression. Given a peptide amino acid sequence and an MHC pseudo amino acid sequence, predict their binding affinity value. This is MHC class I binding data.. This data is from Peptide-MHC class I binding affinity with 185,985 pairs from IEDB/IMGT. The peptide sequence is SVFHEHIFK. The MHC is HLA-A68:02 with pseudo-sequence HLA-A68:02. The binding affinity (normalized) is 0.140.